This data is from Catalyst prediction with 721,799 reactions and 888 catalyst types from USPTO. The task is: Predict which catalyst facilitates the given reaction. (1) Reactant: [CH3:1][S:2]([NH:5][CH2:6][C:7]1[CH:16]=[CH:15][C:10]([C:11]([O:13][CH3:14])=[O:12])=[CH:9][CH:8]=1)(=[O:4])=[O:3].[C:17]([O-])([O-])=O.[K+].[K+].CI. Product: [CH3:17][N:5]([CH2:6][C:7]1[CH:16]=[CH:15][C:10]([C:11]([O:13][CH3:14])=[O:12])=[CH:9][CH:8]=1)[S:2]([CH3:1])(=[O:4])=[O:3]. The catalyst class is: 5. (2) Reactant: [NH2:1][C:2]1[CH:3]=[C:4]([N:10]2[CH2:15][CH2:14][N:13]([C:16]([C:18]3[CH:23]=[CH:22][CH:21]=[CH:20][CH:19]=3)=[O:17])[CH2:12][CH2:11]2)[CH:5]=[CH:6][C:7]=1[O:8][CH3:9].[C:24]1(B(O)O)[CH:29]=[CH:28][CH:27]=[CH:26][CH:25]=1.C(N(CC)CC)C. Product: [CH3:9][O:8][C:7]1[CH:6]=[CH:5][C:4]([N:10]2[CH2:11][CH2:12][N:13]([C:16]([C:18]3[CH:19]=[CH:20][CH:21]=[CH:22][CH:23]=3)=[O:17])[CH2:14][CH2:15]2)=[CH:3][C:2]=1[NH:1][C:24]1[CH:29]=[CH:28][CH:27]=[CH:26][CH:25]=1. The catalyst class is: 749. (3) Reactant: [CH3:1]C(C)([O-])C.[Na+].[CH3:7][NH:8][C:9]([N:11]1[CH2:15][CH2:14][CH2:13][C@@H:12]1[C:16]1[CH:20]=[C:19]([C:21]2[CH:26]=[CH:25][CH:24]=[CH:23][CH:22]=2)[O:18][N:17]=1)=[S:10].CI. Product: [CH3:7][N:8]=[C:9]([N:11]1[CH2:15][CH2:14][CH2:13][C@@H:12]1[C:16]1[CH:20]=[C:19]([C:21]2[CH:26]=[CH:25][CH:24]=[CH:23][CH:22]=2)[O:18][N:17]=1)[S:10][CH3:1]. The catalyst class is: 1.